This data is from Peptide-MHC class I binding affinity with 185,985 pairs from IEDB/IMGT. The task is: Regression. Given a peptide amino acid sequence and an MHC pseudo amino acid sequence, predict their binding affinity value. This is MHC class I binding data. (1) The peptide sequence is TSRTLSYYK. The MHC is HLA-A68:01 with pseudo-sequence HLA-A68:01. The binding affinity (normalized) is 0.378. (2) The peptide sequence is KQWGWFALL. The MHC is HLA-B27:05 with pseudo-sequence HLA-B27:05. The binding affinity (normalized) is 0.751. (3) The MHC is HLA-A02:01 with pseudo-sequence HLA-A02:01. The peptide sequence is RGRKPIFRK. The binding affinity (normalized) is 0.0847. (4) The binding affinity (normalized) is 0.0650. The MHC is HLA-B45:01 with pseudo-sequence HLA-B45:01. The peptide sequence is RIRQGLERA. (5) The peptide sequence is KIADFGLSR. The MHC is HLA-A11:01 with pseudo-sequence HLA-A11:01. The binding affinity (normalized) is 0.900. (6) The peptide sequence is AQPAPQAPY. The MHC is HLA-A66:01 with pseudo-sequence HLA-A66:01. The binding affinity (normalized) is 0.213. (7) The peptide sequence is LSPAHLINK. The MHC is HLA-A11:01 with pseudo-sequence HLA-A11:01. The binding affinity (normalized) is 0.661. (8) The peptide sequence is AFGKFLWEWA. The MHC is Patr-A0101 with pseudo-sequence Patr-A0101. The binding affinity (normalized) is 0. (9) The peptide sequence is KSDAKRNSK. The MHC is HLA-A68:01 with pseudo-sequence HLA-A68:01. The binding affinity (normalized) is 0.